Dataset: Forward reaction prediction with 1.9M reactions from USPTO patents (1976-2016). Task: Predict the product of the given reaction. (1) Given the reactants Cl[CH2:2][C:3]([NH:5][C:6]1[C:11]([CH3:12])=[CH:10][CH:9]=[CH:8][C:7]=1[CH3:13])=[O:4].[NH:14]1[CH2:19][CH2:18][NH:17][CH2:16][CH2:15]1, predict the reaction product. The product is: [CH3:13][C:7]1[CH:8]=[CH:9][CH:10]=[C:11]([CH3:12])[C:6]=1[NH:5][C:3](=[O:4])[CH2:2][N:14]1[CH2:19][CH2:18][NH:17][CH2:16][CH2:15]1. (2) Given the reactants [C:1]([O:5][C:6]([N:8]1[CH2:12][C@@H:11]([O:13][C:14]2[CH:19]=[CH:18][CH:17]=[CH:16][CH:15]=2)[CH2:10][C@H:9]1[C:20]([O:22]C)=[O:21])=[O:7])([CH3:4])([CH3:3])[CH3:2].[OH-].[Na+], predict the reaction product. The product is: [C:1]([O:5][C:6]([N:8]1[CH2:12][C@@H:11]([O:13][C:14]2[CH:15]=[CH:16][CH:17]=[CH:18][CH:19]=2)[CH2:10][C@H:9]1[C:20]([OH:22])=[O:21])=[O:7])([CH3:4])([CH3:2])[CH3:3]. (3) Given the reactants Br[CH2:2][CH2:3][O:4][CH2:5][CH2:6][N:7]1[C:11]2[CH:12]=[CH:13][CH:14]=[CH:15][C:10]=2[N:9]([C:16]2[C:21]([F:22])=[CH:20][CH:19]=[CH:18][C:17]=2[F:23])[S:8]1(=[O:25])=[O:24].[CH:26]1([NH2:31])[CH2:30][CH2:29][CH2:28][CH2:27]1, predict the reaction product. The product is: [F:23][C:17]1[CH:18]=[CH:19][CH:20]=[C:21]([F:22])[C:16]=1[N:9]1[C:10]2[CH:15]=[CH:14][CH:13]=[CH:12][C:11]=2[N:7]([CH2:6][CH2:5][O:4][CH2:3][CH2:2][NH:31][CH:26]2[CH2:30][CH2:29][CH2:28][CH2:27]2)[S:8]1(=[O:25])=[O:24]. (4) The product is: [CH3:1][C:2]1[S:6][C:5]([CH2:7][N:8]2[CH:12]=[C:11]([C:13]([OH:15])=[O:14])[CH:10]=[N:9]2)=[CH:4][C:3]=1[C:18]1[CH:23]=[CH:22][CH:21]=[C:20]([C:24]([F:26])([F:25])[F:27])[CH:19]=1. Given the reactants [CH3:1][C:2]1[S:6][C:5]([CH2:7][N:8]2[CH:12]=[C:11]([C:13]([O:15]CC)=[O:14])[CH:10]=[N:9]2)=[CH:4][C:3]=1[C:18]1[CH:23]=[CH:22][CH:21]=[C:20]([C:24]([F:27])([F:26])[F:25])[CH:19]=1.[OH-].[Na+].Cl, predict the reaction product. (5) Given the reactants [CH3:1][O:2][C:3]1[CH:8]=[CH:7][C:6]([N+:9]([O-])=O)=[CH:5][C:4]=1[NH:12][C:13](=[O:19])[O:14][C:15]([CH3:18])([CH3:17])[CH3:16], predict the reaction product. The product is: [NH2:9][C:6]1[CH:7]=[CH:8][C:3]([O:2][CH3:1])=[C:4]([NH:12][C:13](=[O:19])[O:14][C:15]([CH3:16])([CH3:17])[CH3:18])[CH:5]=1. (6) Given the reactants [C:1]1([S:7]([N:10]2[C:14]3=[N:15][CH:16]=[CH:17][CH:18]=[C:13]3[CH:12]=[C:11]2[CH:19]([OH:25])[CH2:20][C:21]([CH3:24])([CH3:23])[CH3:22])(=[O:9])=[O:8])[CH:6]=[CH:5][CH:4]=[CH:3][CH:2]=1.CC(OI1(OC(C)=O)(OC(C)=O)OC(=O)C2C=CC=CC1=2)=O, predict the reaction product. The product is: [C:1]1([S:7]([N:10]2[C:14]3=[N:15][CH:16]=[CH:17][CH:18]=[C:13]3[CH:12]=[C:11]2[C:19](=[O:25])[CH2:20][C:21]([CH3:23])([CH3:22])[CH3:24])(=[O:8])=[O:9])[CH:2]=[CH:3][CH:4]=[CH:5][CH:6]=1. (7) Given the reactants S(Cl)(Cl)=O.[C:5]([C:7]1[CH:8]=[CH:9][C:10]([NH:13][C:14](=[O:20])[CH2:15][CH2:16][C:17]([OH:19])=[O:18])=[N:11][CH:12]=1)#[N:6], predict the reaction product. The product is: [C:5]([C:7]1[CH:8]=[CH:9][C:10]([NH:13][C:14](=[O:20])[CH2:15][CH2:16][C:17]([O:19][CH2:5][CH2:7][CH2:8][CH3:9])=[O:18])=[N:11][CH:12]=1)#[N:6]. (8) Given the reactants [C:1]([O:5][C:6](=[O:16])[NH:7][CH2:8][C:9]1[CH:14]=[CH:13][CH:12]=[CH:11][C:10]=1[NH2:15])([CH3:4])([CH3:3])[CH3:2].N([O-])=O.[Na+].[N-:21]=[N+:22]=[N-].[Na+], predict the reaction product. The product is: [C:1]([O:5][C:6](=[O:16])[NH:7][CH2:8][C:9]1[CH:14]=[CH:13][CH:12]=[CH:11][C:10]=1[N:15]=[N+:21]=[N-:22])([CH3:4])([CH3:2])[CH3:3]. (9) Given the reactants [F:1][C:2]1[C:3]([OH:13])=[C:4]([CH:7]=[C:8]([N+:10]([O-:12])=[O:11])[CH:9]=1)[CH:5]=O.[CH3:14][NH2:15].[BH4-].[Na+], predict the reaction product. The product is: [F:1][C:2]1[CH:9]=[C:8]([N+:10]([O-:12])=[O:11])[CH:7]=[C:4]([CH2:5][NH:15][CH3:14])[C:3]=1[OH:13]. (10) Given the reactants [Br:1][C:2]1[CH:7]=[C:6]([Cl:8])[CH:5]=[CH:4][C:3]=1[CH:9](O)[CH3:10].[NH3:12].C(O)C.[BH4-].[Na+], predict the reaction product. The product is: [Br:1][C:2]1[CH:7]=[C:6]([Cl:8])[CH:5]=[CH:4][C:3]=1[CH:9]([NH2:12])[CH3:10].